From a dataset of Catalyst prediction with 721,799 reactions and 888 catalyst types from USPTO. Predict which catalyst facilitates the given reaction. (1) Reactant: [O:1]1[CH2:4][CH:3]([N:5]2[CH2:10][CH2:9][N:8]([C:11]3[CH:16]=[CH:15][C:14]([NH:17][C:18]4[N:23]=[CH:22][N:21]=[C:20]([C:24]5[CH:25]=[CH:26][C:27]([O:32][C@@H:33]6[CH2:38][CH2:37][CH2:36][NH:35][CH2:34]6)=[C:28]([CH:31]=5)[C:29]#[N:30])[N:19]=4)=[CH:13][CH:12]=3)[CH2:7][CH2:6]2)[CH2:2]1.[C:39](O)(=[O:42])[CH2:40][OH:41].CN(C(ON1N=NC2C=CC=NC1=2)=[N+](C)C)C.F[P-](F)(F)(F)(F)F.CCN(C(C)C)C(C)C. Product: [OH:42][CH2:39][C:40]([N:35]1[CH2:36][CH2:37][CH2:38][C@@H:33]([O:32][C:27]2[CH:26]=[CH:25][C:24]([C:20]3[N:19]=[C:18]([NH:17][C:14]4[CH:15]=[CH:16][C:11]([N:8]5[CH2:7][CH2:6][N:5]([CH:3]6[CH2:4][O:1][CH2:2]6)[CH2:10][CH2:9]5)=[CH:12][CH:13]=4)[N:23]=[CH:22][N:21]=3)=[CH:31][C:28]=2[C:29]#[N:30])[CH2:34]1)=[O:41]. The catalyst class is: 3. (2) Reactant: [CH:1](=O)[C:2]1[CH:7]=[CH:6][CH:5]=[CH:4][CH:3]=1.[C:9](#[N:13])[CH2:10][C:11]#[N:12].NCC(O)=O. Product: [CH:1](=[C:10]([C:9]#[N:13])[C:11]#[N:12])[C:2]1[CH:7]=[CH:6][CH:5]=[CH:4][CH:3]=1. The catalyst class is: 88.